The task is: Predict the reaction yield, written as a fraction of the theoretical maximum amount of product (1.0 means a 100% yield; for example, 0.34 means a 34% yield).. This data is from Reaction yield outcomes from USPTO patents with 853,638 reactions. (1) The reactants are [Cl:1][C:2]1[S:6][C:5]([C:7]2[O:11][N:10]=[CH:9][C:8]=2[CH2:12][CH2:13][C:14]([OH:16])=[O:15])=[CH:4][CH:3]=1.S(=O)(=O)(O)O.[CH3:22]O. No catalyst specified. The product is [Cl:1][C:2]1[S:6][C:5]([C:7]2[O:11][N:10]=[CH:9][C:8]=2[CH2:12][CH2:13][C:14]([O:16][CH3:22])=[O:15])=[CH:4][CH:3]=1. The yield is 0.860. (2) The reactants are C(OC([N:8]1[CH2:15][CH2:14][C:11]2([CH2:13][CH2:12]2)[C@H:10]([OH:16])[CH2:9]1)=O)(C)(C)C.[ClH:17].COC(C)(C)C. The catalyst is C(O)C. The product is [ClH:17].[CH2:12]1[C:11]2([CH2:14][CH2:15][NH:8][CH2:9][C@H:10]2[OH:16])[CH2:13]1. The yield is 0.900. (3) The reactants are C([NH:8][C@@H:9]([C:13]([N:15]1[CH2:20][CH2:19][CH:18]([CH:21]2[CH2:26][CH2:25][N:24]([CH3:27])[CH2:23][CH2:22]2)[CH2:17][CH2:16]1)=[O:14])[CH:10]([CH3:12])[CH3:11])(OC(C)(C)C)=O.[ClH:28]. The catalyst is CO. The product is [ClH:28].[ClH:28].[NH2:8][C@@H:9]([C:13]([N:15]1[CH2:20][CH2:19][CH:18]([CH:21]2[CH2:22][CH2:23][N:24]([CH3:27])[CH2:25][CH2:26]2)[CH2:17][CH2:16]1)=[O:14])[CH:10]([CH3:11])[CH3:12]. The yield is 0.960.